Dataset: Full USPTO retrosynthesis dataset with 1.9M reactions from patents (1976-2016). Task: Predict the reactants needed to synthesize the given product. Given the product [F:22][C:23]1[CH:24]=[C:25]([C:33]2[O:35][N:55]=[C:38]([C:39]3[CH:47]=[C:46]4[C:42]([C:43]([CH2:48][CH2:49][C:50]([O:52][CH2:53][CH3:54])=[O:51])=[CH:44][NH:45]4)=[CH:41][CH:40]=3)[N:37]=2)[CH:26]=[N:27][C:28]=1[O:29][CH:30]([CH3:31])[CH3:32], predict the reactants needed to synthesize it. The reactants are: CCN=C=NCCCN(C)C.C1C=CC2N(O)N=NC=2C=1.[F:22][C:23]1[CH:24]=[C:25]([C:33]([OH:35])=O)[CH:26]=[N:27][C:28]=1[O:29][CH:30]([CH3:32])[CH3:31].O[NH:37]/[C:38](=[N:55]\[H])/[C:39]1[CH:47]=[C:46]2[C:42]([C:43]([CH2:48][CH2:49][C:50]([O:52][CH2:53][CH3:54])=[O:51])=[CH:44][NH:45]2)=[CH:41][CH:40]=1.CCCC[N+](CCCC)(CCCC)CCCC.[F-].